This data is from Full USPTO retrosynthesis dataset with 1.9M reactions from patents (1976-2016). The task is: Predict the reactants needed to synthesize the given product. The reactants are: [I:1][C:2]1[CH:7]=[CH:6][N:5]=[C:4]([N:8]2[C:16]3[CH2:15][CH2:14][C:13]([CH3:18])([CH3:17])[CH2:12][C:11]=3[C:10]([C:19](O)=[O:20])=[N:9]2)[CH:3]=1.[Cl-].[NH4+:23]. Given the product [I:1][C:2]1[CH:7]=[CH:6][N:5]=[C:4]([N:8]2[C:16]3[CH2:15][CH2:14][C:13]([CH3:17])([CH3:18])[CH2:12][C:11]=3[C:10]([C:19]([NH2:23])=[O:20])=[N:9]2)[CH:3]=1, predict the reactants needed to synthesize it.